This data is from Full USPTO retrosynthesis dataset with 1.9M reactions from patents (1976-2016). The task is: Predict the reactants needed to synthesize the given product. (1) Given the product [CH2:4]([O:11][C:12]1[CH:13]=[CH:14][C:15]([CH2:18][C:19]([NH:23][OH:22])=[NH:20])=[N:16][CH:17]=1)[C:5]1[CH:6]=[CH:7][CH:8]=[CH:9][CH:10]=1, predict the reactants needed to synthesize it. The reactants are: C(O)C.[CH2:4]([O:11][C:12]1[CH:13]=[CH:14][C:15]([CH2:18][C:19]#[N:20])=[N:16][CH:17]=1)[C:5]1[CH:10]=[CH:9][CH:8]=[CH:7][CH:6]=1.[Cl-].[OH:22][NH3+:23].C(=O)([O-])[O-].[K+].[K+]. (2) Given the product [N+:1]([C:4]1[CH:9]=[CH:8][C:7]([N:10]2[C:18]3[CH:17]=[CH:16][N+:15]([O-:19])=[CH:14][C:13]=3[N:12]=[CH:11]2)=[CH:6][CH:5]=1)([O-:3])=[O:2], predict the reactants needed to synthesize it. The reactants are: [N+:1]([C:4]1[CH:9]=[CH:8][C:7]([N:10]2[C:18]3[CH:17]=[CH:16][N:15]=[CH:14][C:13]=3[N:12]=[CH:11]2)=[CH:6][CH:5]=1)([O-:3])=[O:2].[OH:19]O. (3) The reactants are: C([SiH](CC)CC)C.[CH2:8]([O:10][C:11]([C:13]1[NH:14][C:15]([C:18](=O)[C:19]2[CH:24]=[CH:23][CH:22]=[CH:21][CH:20]=2)=[CH:16][CH:17]=1)=[O:12])[CH3:9]. Given the product [CH2:8]([O:10][C:11]([C:13]1[NH:14][C:15]([CH2:18][C:19]2[CH:24]=[CH:23][CH:22]=[CH:21][CH:20]=2)=[CH:16][CH:17]=1)=[O:12])[CH3:9], predict the reactants needed to synthesize it.